From a dataset of Peptide-MHC class II binding affinity with 134,281 pairs from IEDB. Regression. Given a peptide amino acid sequence and an MHC pseudo amino acid sequence, predict their binding affinity value. This is MHC class II binding data. (1) The peptide sequence is LDMIITAVNSLISDN. The MHC is DRB1_1501 with pseudo-sequence DRB1_1501. The binding affinity (normalized) is 0.164. (2) The peptide sequence is GELQIVDKIDAKFKI. The MHC is DRB4_0101 with pseudo-sequence DRB4_0103. The binding affinity (normalized) is 0.583. (3) The peptide sequence is LGTFDTTQIIKLLPF. The MHC is DRB3_0101 with pseudo-sequence DRB3_0101. The binding affinity (normalized) is 0.259. (4) The peptide sequence is SKMSVVMRNTTWEGQ. The MHC is DRB5_0101 with pseudo-sequence DRB5_0101. The binding affinity (normalized) is 0.492. (5) The peptide sequence is STWLLKPGAGIMIFD. The MHC is DRB1_0701 with pseudo-sequence DRB1_0701. The binding affinity (normalized) is 0.662.